Dataset: Reaction yield outcomes from USPTO patents with 853,638 reactions. Task: Predict the reaction yield, written as a fraction of the theoretical maximum amount of product (1.0 means a 100% yield; for example, 0.34 means a 34% yield). (1) The reactants are Br[C:2]1[CH:6]=[CH:5][S:4][C:3]=1[CH2:7][N:8]1[C:13]2[N:14]=[C:15]([S:18][CH3:19])[N:16]=[CH:17][C:12]=2[CH:11]=[CH:10][C:9]1=[O:20].[CH:21]1(B(O)O)[CH2:23][CH2:22]1.[O-]P([O-])([O-])=O.[K+].[K+].[K+].C1(C)C=CC=CC=1. The catalyst is O. The product is [CH:21]1([C:2]2[CH:6]=[CH:5][S:4][C:3]=2[CH2:7][N:8]2[C:13]3[N:14]=[C:15]([S:18][CH3:19])[N:16]=[CH:17][C:12]=3[CH:11]=[CH:10][C:9]2=[O:20])[CH2:23][CH2:22]1. The yield is 0.490. (2) The reactants are [N+:1]([C:4]1[CH:12]=[CH:11][C:10]([C:13]([F:16])([F:15])[F:14])=[CH:9][C:5]=1[C:6]([OH:8])=[O:7])([O-])=O. The catalyst is CCO.[Pd]. The product is [NH2:1][C:4]1[CH:12]=[CH:11][C:10]([C:13]([F:14])([F:15])[F:16])=[CH:9][C:5]=1[C:6]([OH:8])=[O:7]. The yield is 0.852. (3) The reactants are [CH:1]1([N:7]([CH2:34][CH:35]2[CH2:37][CH2:36]2)[C:8]2[N:13]=[CH:12][N:11]=[C:10]([C:14]([NH:16][C:17]3[CH:22]=[CH:21][C:20]([S:23]([CH2:26][CH2:27][CH2:28][C:29]([O:31]CC)=[O:30])(=[O:25])=[O:24])=[CH:19][CH:18]=3)=[O:15])[CH:9]=2)[CH2:6][CH2:5][CH2:4][CH2:3][CH2:2]1.[OH-].[Na+].Cl. The catalyst is C1COCC1. The product is [CH:1]1([N:7]([CH2:34][CH:35]2[CH2:36][CH2:37]2)[C:8]2[N:13]=[CH:12][N:11]=[C:10]([C:14]([NH:16][C:17]3[CH:22]=[CH:21][C:20]([S:23]([CH2:26][CH2:27][CH2:28][C:29]([OH:31])=[O:30])(=[O:25])=[O:24])=[CH:19][CH:18]=3)=[O:15])[CH:9]=2)[CH2:6][CH2:5][CH2:4][CH2:3][CH2:2]1. The yield is 0.810. (4) The reactants are [CH2:1]([NH:8][C:9]1[CH:10]=[C:11]([OH:15])[CH:12]=[CH:13][CH:14]=1)[C:2]1[CH:7]=[CH:6][CH:5]=[CH:4][CH:3]=1.[CH:16](=O)[CH:17]([CH3:19])[CH3:18].C(O)(=O)C.C([BH3-])#N.[Na+]. The catalyst is CO. The product is [CH2:1]([N:8]([CH2:16][CH:17]([CH3:19])[CH3:18])[C:9]1[CH:10]=[C:11]([OH:15])[CH:12]=[CH:13][CH:14]=1)[C:2]1[CH:3]=[CH:4][CH:5]=[CH:6][CH:7]=1. The yield is 0.230.